Dataset: Peptide-MHC class II binding affinity with 134,281 pairs from IEDB. Task: Regression. Given a peptide amino acid sequence and an MHC pseudo amino acid sequence, predict their binding affinity value. This is MHC class II binding data. (1) The peptide sequence is LVQDDVIPANWKPDT. The MHC is DRB1_0802 with pseudo-sequence DRB1_0802. The binding affinity (normalized) is 0.426. (2) The peptide sequence is IMGAVLIWV. The MHC is DRB1_0404 with pseudo-sequence DRB1_0404. The binding affinity (normalized) is 0. (3) The peptide sequence is AGACLIDGGNMLETI. The MHC is DRB1_0101 with pseudo-sequence DRB1_0101. The binding affinity (normalized) is 0.462. (4) The peptide sequence is INSMKTSFSSRLLIN. The MHC is H-2-IAb with pseudo-sequence H-2-IAb. The binding affinity (normalized) is 0.0797. (5) The peptide sequence is RVSPGNGWMIKETAC. The MHC is DRB1_0901 with pseudo-sequence DRB1_0901. The binding affinity (normalized) is 0.492.